This data is from Forward reaction prediction with 1.9M reactions from USPTO patents (1976-2016). The task is: Predict the product of the given reaction. Given the reactants [NH2:1][C:2]1[CH:7]=[CH:6][CH:5]=[CH:4][C:3]=1[CH2:8][CH2:9][NH:10][CH:11]1[CH2:16][CH2:15][N:14]([CH2:17][C:18]2[CH:23]=[CH:22][CH:21]=[CH:20][CH:19]=2)[CH2:13][CH2:12]1.[C:24](C1NC=CN=1)(C1NC=CN=1)=[O:25], predict the reaction product. The product is: [CH2:17]([N:14]1[CH2:13][CH2:12][CH:11]([N:10]2[CH2:9][CH2:8][C:3]3[CH:4]=[CH:5][CH:6]=[CH:7][C:2]=3[NH:1][C:24]2=[O:25])[CH2:16][CH2:15]1)[C:18]1[CH:19]=[CH:20][CH:21]=[CH:22][CH:23]=1.